This data is from TCR-epitope binding with 47,182 pairs between 192 epitopes and 23,139 TCRs. The task is: Binary Classification. Given a T-cell receptor sequence (or CDR3 region) and an epitope sequence, predict whether binding occurs between them. The epitope is LLDFVRFMGV. The TCR CDR3 sequence is CASGLYGNGPGADTQYF. Result: 0 (the TCR does not bind to the epitope).